Dataset: Reaction yield outcomes from USPTO patents with 853,638 reactions. Task: Predict the reaction yield, written as a fraction of the theoretical maximum amount of product (1.0 means a 100% yield; for example, 0.34 means a 34% yield). The reactants are [CH:1]([O-:3])=O.[Na+].C(O)=O.[CH3:8][C@H:9]1[CH2:18][NH:17][C:16]2[C:11](=[CH:12][CH:13]=[C:14]([C:19]3[CH:24]=[CH:23][C:22]([S:25]([CH3:28])(=[O:27])=[O:26])=[CH:21][CH:20]=3)[CH:15]=2)[N:10]1[C:29](=[O:31])[CH3:30]. No catalyst specified. The product is [C:29]([N:10]1[C:11]2[C:16](=[CH:15][C:14]([C:19]3[CH:24]=[CH:23][C:22]([S:25]([CH3:28])(=[O:26])=[O:27])=[CH:21][CH:20]=3)=[CH:13][CH:12]=2)[N:17]([CH:1]=[O:3])[CH2:18][C@@H:9]1[CH3:8])(=[O:31])[CH3:30]. The yield is 0.460.